Dataset: Full USPTO retrosynthesis dataset with 1.9M reactions from patents (1976-2016). Task: Predict the reactants needed to synthesize the given product. The reactants are: [CH2:1]([N:8]1[CH2:17][CH2:16][C:15]2[C:14](=O)[NH:13][C:12]([CH2:19][O:20][CH3:21])=[N:11][C:10]=2[CH2:9]1)[C:2]1[CH:7]=[CH:6][CH:5]=[CH:4][CH:3]=1.P(Cl)(Cl)([Cl:24])=O.CN(C)C1C=CC=CC=1.C(=O)(O)[O-].[Na+]. Given the product [CH2:1]([N:8]1[CH2:17][CH2:16][C:15]2[C:14]([Cl:24])=[N:13][C:12]([CH2:19][O:20][CH3:21])=[N:11][C:10]=2[CH2:9]1)[C:2]1[CH:7]=[CH:6][CH:5]=[CH:4][CH:3]=1, predict the reactants needed to synthesize it.